Dataset: Experimentally validated miRNA-target interactions with 360,000+ pairs, plus equal number of negative samples. Task: Binary Classification. Given a miRNA mature sequence and a target amino acid sequence, predict their likelihood of interaction. (1) The miRNA is mmu-miR-140-3p with sequence UACCACAGGGUAGAACCACGG. The protein sequence of the target gene is MLSRLMSGSSRSLEREYSCTVRLLDDSEYTCTIQRDAKGQYLFDLLCHHLNLLEKDYFGIRFVDPDKQRHWLEFTKSVVKQLRSQPPFTMCFRVKFYPADPAALKEEITRYLVFLQIKRDLYHGRLLCKTSDAALLAAYILQAEIGDYDPGKHPEGYSSKFQFFPKHSEKLEKKIAEIHKTELSGQTPATSELNFLRKAQTLETYGVDPHPCKDVSGNAAFLAFTPFGFVVLQGNKRVHFIKWNEVTKLKFEGKTFYLYVSQKEEKKIILTYFAPTPEACKHLWKCGIENQAFYKLEKSS.... Result: 0 (no interaction). (2) The miRNA is hsa-miR-4761-3p with sequence GAGGGCAUGCGCACUUUGUCC. Result: 0 (no interaction). The protein sequence of the target gene is MKIFVGNVDGADTTPEELAALFAPYGTVMSCAVMKQFAFVHMRENAGAVRAIEALHGHELRPGRALVVEMSRPRPLNTWKIFVGNVSAACTSQELRSLFERRGRVIECDVVKDYAFVHMEKEADAKAAIAQLNGKEVKGKRINVELSTKGQKKGPALAIQSGDKTKKPGAGDTAFPGTGGFSATFDYQQAFGNSTGGFDGQARQPTPPFFGRDRSPLRRSPPRASYVAPLTAQPATYRAQPSVSLGAAYRAQPSASLGVGYRTQPMAAQAASYRAQPSVSLGAPYRGQLASPSSQSAAAS.... (3) The miRNA is hsa-miR-7161-5p with sequence UAAAGACUGUAGAGGCAACUGGU. The protein sequence of the target gene is MENVPKENKVVEKAPVQNEAPALGGGEYQEPGGNVKGVWAPPAPGFGEDVPNRLVDNIDMIDGDGDDMERFMEEMRELRRKIRELQLRYSLRILIGDPPHHDHHDEFCLMP. Result: 0 (no interaction). (4) The miRNA is mmu-miR-7026-3p with sequence UGUGCUUUCUGGUCUUGGCUUAG. The protein sequence of the target gene is MEEEDEEARALLAGGPDEADRGAPAAPGALPALCDPSRLAHRLLVLLLMCFLGFGSYFCYDNPAALQTQVKRDMQVNTTKFMLLYAWYSWPNVVLCFFGGFLIDRVFGIRWGTIIFSCFVCIGQVVFALGGIFNAFWLMEFGRFVFGIGGESLAVAQNTYAVSWFKGKELNLVFGLQLSMARIGSTVNMNLMGWLYSKIEALLGSAGHTTLGITLMIGGITCILSLICALALAYLDQRAERILHKEQGKTGEVIKLTDVKDFSLPLWLIFIICVCYYVAVFPFIGLGKVFFTEKFGFSSQ.... Result: 0 (no interaction). (5) The protein sequence of the target gene is MPDPAKSAPAPKKGSKKAVTKVQKKDGKKRKRSRKESYSVYVYKVLKQVHPDTGISSKAMGIMNSFVNDIFERIAGEASRLAHYNKRSTITSREIQTAVRLLLPGELAKHAVSEGTKAVTKYTSSK. The miRNA is hsa-miR-125b-5p with sequence UCCCUGAGACCCUAACUUGUGA. Result: 1 (interaction).